This data is from Forward reaction prediction with 1.9M reactions from USPTO patents (1976-2016). The task is: Predict the product of the given reaction. (1) Given the reactants [Br:1][C:2]1[CH:3]=[C:4]([F:20])[C:5]([Cl:19])=[C:6]([O:8][C:9]2[C:14]([F:15])=[C:13]([CH2:16]Br)[CH:12]=[CH:11][C:10]=2[Cl:18])[CH:7]=1.[N-:21]=[N+:22]=[N-:23].[Na+], predict the reaction product. The product is: [N:21]([CH2:16][C:13]1[CH:12]=[CH:11][C:10]([Cl:18])=[C:9]([O:8][C:6]2[CH:7]=[C:2]([Br:1])[CH:3]=[C:4]([F:20])[C:5]=2[Cl:19])[C:14]=1[F:15])=[N+:22]=[N-:23]. (2) Given the reactants F[CH:2](F)[C:3]1[CH:8]=[CH:7][C:6]([C:9]2[O:10][C:11]3[CH:17]=[C:16]([C:18]4[CH2:23][CH2:22][N:21]([C:24]([O:26][C:27]([CH3:30])([CH3:29])[CH3:28])=[O:25])[CH2:20][CH:19]=4)[CH:15]=[CH:14][C:12]=3[N:13]=2)=[CH:5][CH:4]=1, predict the reaction product. The product is: [C:3]1([CH3:2])[CH:4]=[CH:5][C:6]([C:9]2[O:10][C:11]3[CH:17]=[C:16]([CH:18]4[CH2:19][CH2:20][N:21]([C:24]([O:26][C:27]([CH3:29])([CH3:28])[CH3:30])=[O:25])[CH2:22][CH2:23]4)[CH:15]=[CH:14][C:12]=3[N:13]=2)=[CH:7][CH:8]=1. (3) The product is: [C:30]([O:33][CH2:34][CH2:35][O:22][C:19]1[CH:20]=[CH:21][C:16]([CH2:15][N:12]2[CH2:13][CH2:14][N:9]([C:7]3[S:8][C:4]4[CH:3]=[C:2]([Cl:1])[CH:27]=[CH:26][C:5]=4[N:6]=3)[CH2:10][CH2:11]2)=[CH:17][CH:18]=1)(=[O:32])[CH3:31]. Given the reactants [Cl:1][C:2]1[CH:27]=[CH:26][C:5]2[N:6]=[C:7]([N:9]3[CH2:14][CH2:13][N:12]([CH2:15][C:16]4[CH:21]=[CH:20][C:19]([O:22]C(=O)C)=[CH:18][CH:17]=4)[CH2:11][CH2:10]3)[S:8][C:4]=2[CH:3]=1.[OH-].[Li+].[C:30]([O:33][CH2:34][CH2:35]Br)(=[O:32])[CH3:31].C(=O)([O-])[O-].[Cs+].[Cs+], predict the reaction product. (4) Given the reactants [CH2:1]([O:4][C:5]([CH3:11])([CH3:10])[C:6]([O:8][CH3:9])=[O:7])[CH:2]=C.[O:12]=[O+][O-].CSC, predict the reaction product. The product is: [CH3:10][C:5]([O:4][CH2:1][CH:2]=[O:12])([CH3:11])[C:6]([O:8][CH3:9])=[O:7]. (5) The product is: [Cl:28][C:5]1[C:4]2[C:9](=[CH:10][CH:11]=[C:2]([C:35]([C:34]3[N:30]([CH3:29])[CH:31]=[N:32][CH:33]=3)([C:37]3[CH:42]=[CH:41][N:40]=[C:39]([C:43]([F:46])([F:44])[F:45])[CH:38]=3)[OH:36])[CH:3]=2)[N:8]=[C:7]([O:12][CH3:13])[C:6]=1[CH2:14][N:15]1[CH2:20][CH2:19][N:18]2[N:21]=[C:22]([C:24]([F:27])([F:26])[F:25])[N:23]=[C:17]2[CH2:16]1. Given the reactants Br[C:2]1[CH:3]=[C:4]2[C:9](=[CH:10][CH:11]=1)[N:8]=[C:7]([O:12][CH3:13])[C:6]([CH2:14][N:15]1[CH2:20][CH2:19][N:18]3[N:21]=[C:22]([C:24]([F:27])([F:26])[F:25])[N:23]=[C:17]3[CH2:16]1)=[C:5]2[Cl:28].[CH3:29][N:30]1[C:34]([C:35]([C:37]2[CH:42]=[CH:41][N:40]=[C:39]([C:43]([F:46])([F:45])[F:44])[CH:38]=2)=[O:36])=[CH:33][N:32]=[CH:31]1.FC(F)(F)C1C=C(C=O)C=CN=1, predict the reaction product. (6) Given the reactants [F:1][C:2]1[C:7]2[CH2:8][CH2:9][CH:10]([N:19]3[CH:23]=[C:22]([C:24]4[CH:29]=[CH:28][C:27]([C:30]5[CH:35]=[CH:34][N:33]=[CH:32][CH:31]=5)=[CH:26][C:25]=4F)[N:21]=[N:20]3)[C:11](=[O:18])[N:12]([CH2:13][C:14]([F:17])([F:16])[F:15])[C:6]=2[CH:5]=[CH:4][CH:3]=1.C(C1C=CC(C2C=CN=CC=2)=C([F:51])C=1)#C, predict the reaction product. The product is: [F:1][C:2]1[C:7]2[CH2:8][CH2:9][CH:10]([N:19]3[CH:23]=[C:22]([C:24]4[CH:25]=[CH:26][C:27]([C:30]5[CH:35]=[CH:34][N:33]=[CH:32][CH:31]=5)=[C:28]([F:51])[CH:29]=4)[N:21]=[N:20]3)[C:11](=[O:18])[N:12]([CH2:13][C:14]([F:16])([F:17])[F:15])[C:6]=2[CH:5]=[CH:4][CH:3]=1. (7) Given the reactants Cl.[Cl:2][C:3]1[CH:4]=[CH:5][C:6]([S:11]([CH2:14][CH3:15])(=[O:13])=[O:12])=[C:7]([CH:10]=1)[CH2:8][NH2:9].[NH2:16][C:17]1[N:22]=[CH:21][C:20]([C:23](O)=[O:24])=[CH:19][C:18]=1[C:26]([F:29])([F:28])[F:27].CC(OC(N1CCN(CC2C=CC(C([O-])=O)=CC=2C(F)(F)F)CC1)=O)(C)C, predict the reaction product. The product is: [NH2:16][C:17]1[N:22]=[CH:21][C:20]([C:23]([NH:9][CH2:8][C:7]2[CH:10]=[C:3]([Cl:2])[CH:4]=[CH:5][C:6]=2[S:11]([CH2:14][CH3:15])(=[O:13])=[O:12])=[O:24])=[CH:19][C:18]=1[C:26]([F:29])([F:27])[F:28]. (8) The product is: [Br:6][C:7]1[CH:8]=[C:9]2[C:13](=[CH:14][CH:15]=1)[NH:12][N:11]=[C:10]2[C:16]([O:18][CH3:19])=[O:17]. Given the reactants S(=O)(=O)(O)O.[Br:6][C:7]1[CH:8]=[C:9]2[C:13](=[CH:14][CH:15]=1)[NH:12][N:11]=[C:10]2[C:16]([OH:18])=[O:17].[CH3:19]O, predict the reaction product. (9) Given the reactants [CH3:1][O:2][C:3]1[CH:4]=[C:5]2[C:9](=[CH:10][CH:11]=1)[NH:8][CH:7]=[C:6]2[CH2:12][CH2:13][C:14]#[N:15].C1(C)C=CC=CC=1.[OH-].[K+].[CH2:25]([O:29][C:30]1[CH:35]=[CH:34][C:33]([S:36](Cl)(=[O:38])=[O:37])=[CH:32][CH:31]=1)[CH2:26][CH2:27][CH3:28], predict the reaction product. The product is: [CH2:25]([O:29][C:30]1[CH:35]=[CH:34][C:33]([S:36]([N:8]2[C:9]3[C:5](=[CH:4][C:3]([O:2][CH3:1])=[CH:11][CH:10]=3)[C:6]([CH2:12][CH2:13][C:14]#[N:15])=[CH:7]2)(=[O:38])=[O:37])=[CH:32][CH:31]=1)[CH2:26][CH2:27][CH3:28]. (10) Given the reactants [Cl:1][C:2]1[CH:3]=[N:4][C:5]2[N:6]([N:8]=[C:9]([C:11]([OH:13])=O)[CH:10]=2)[CH:7]=1.[CH3:14][CH:15]1[C:23]2[CH:22]=[CH:21][C:20]([CH3:25])([CH3:24])[C:19]=2[CH2:18][CH2:17][NH:16]1, predict the reaction product. The product is: [Cl:1][C:2]1[CH:3]=[N:4][C:5]2[N:6]([N:8]=[C:9]([C:11]([N:16]3[CH2:17][CH2:18][C:19]4[C:20]([CH3:25])([CH3:24])[CH:21]=[CH:22][C:23]=4[CH:15]3[CH3:14])=[O:13])[CH:10]=2)[CH:7]=1.